Dataset: Peptide-MHC class I binding affinity with 185,985 pairs from IEDB/IMGT. Task: Regression. Given a peptide amino acid sequence and an MHC pseudo amino acid sequence, predict their binding affinity value. This is MHC class I binding data. The peptide sequence is FLHLTLIVL. The MHC is HLA-A02:01 with pseudo-sequence HLA-A02:01. The binding affinity (normalized) is 0.213.